Dataset: Catalyst prediction with 721,799 reactions and 888 catalyst types from USPTO. Task: Predict which catalyst facilitates the given reaction. (1) Reactant: [C:1]1([CH2:7][CH:8]=O)[CH:6]=[CH:5][CH:4]=[CH:3][CH:2]=1.C(O)(=O)[CH2:11][C:12]([OH:14])=[O:13].N1CCCCC1. Product: [C:1]1(/[CH:7]=[CH:8]/[CH2:11][C:12]([OH:14])=[O:13])[CH:2]=[CH:3][CH:4]=[CH:5][CH:6]=1. The catalyst class is: 17. (2) Reactant: [NH2:1][C:2]1[CH:7]=[CH:6][C:5]([S:8]([C:11]2[CH:16]=[CH:15][CH:14]=[CH:13][CH:12]=2)(=[O:10])=[O:9])=[CH:4][C:3]=1[OH:17].[C:18]([O:22][C:23]([N:25]1[CH2:30][CH2:29][C:28](=O)[CH2:27][CH2:26]1)=[O:24])([CH3:21])([CH3:20])[CH3:19].C(O[BH-](OC(=O)C)OC(=O)C)(=O)C.[Na+]. Product: [C:18]([O:22][C:23]([N:25]1[CH2:30][CH2:29][CH:28]([NH:1][C:2]2[CH:7]=[CH:6][C:5]([S:8]([C:11]3[CH:16]=[CH:15][CH:14]=[CH:13][CH:12]=3)(=[O:10])=[O:9])=[CH:4][C:3]=2[OH:17])[CH2:27][CH2:26]1)=[O:24])([CH3:21])([CH3:19])[CH3:20]. The catalyst class is: 4. (3) Reactant: [C:1]([Br:5])(Br)(Br)Br.OC[C:8]1[CH:9]=[C:10]([C:14]2[CH:19]=[CH:18][CH:17]=[C:16]([C:20]([O:22][CH2:23][CH3:24])=[O:21])[CH:15]=2)[CH:11]=[CH:12][CH:13]=1.C1C=CC(P(C2C=CC=CC=2)C2C=CC=CC=2)=CC=1. Product: [Br:5][CH2:1][C:12]1[CH:11]=[C:10]([C:14]2[CH:19]=[CH:18][CH:17]=[C:16]([C:20]([O:22][CH2:23][CH3:24])=[O:21])[CH:15]=2)[CH:9]=[CH:8][CH:13]=1. The catalyst class is: 2. (4) Reactant: BrC[C:3]1[CH:4]=[C:5]([C:9]2[CH:14]=[CH:13][CH:12]=[CH:11][CH:10]=2)[CH:6]=[CH:7][CH:8]=1.[CH3:15]CN(P1(N(C)CCCN1C)=NC(C)(C)C)CC.[CH3:33][C:34]1([CH3:56])[CH2:43][CH2:42][C:41]2[C:36](=[CH:37][CH:38]=[C:39]([S:44]([NH:47][CH2:48][C:49]([O:51]C(C)(C)C)=[O:50])(=[O:46])=[O:45])[CH:40]=2)[O:35]1. Product: [C:9]1([C:5]2[CH:4]=[CH:3][CH:8]=[CH:7][CH:6]=2)[CH:10]=[CH:11][CH:12]=[CH:13][C:14]=1[CH2:15][N:47]([CH2:48][C:49]([OH:51])=[O:50])[S:44]([C:39]1[CH:40]=[C:41]2[C:36](=[CH:37][CH:38]=1)[O:35][C:34]([CH3:56])([CH3:33])[CH2:43][CH2:42]2)(=[O:46])=[O:45]. The catalyst class is: 10. (5) Reactant: [Br:1][C:2]1[CH:3]=[C:4]2[C:8](=[CH:9][CH:10]=1)[NH:7][C:6](=[O:11])[C:5]2=O.[NH:13]([C:15]([C:17]1[CH:22]=[CH:21][C:20]([NH:23][C:24](=[O:33])[CH2:25][CH2:26][C:27]2[CH:32]=[CH:31][CH:30]=[CH:29][CH:28]=2)=[CH:19][CH:18]=1)=[O:16])[NH2:14]. Product: [Br:1][C:2]1[CH:3]=[C:4]2[C:8](=[CH:9][CH:10]=1)[NH:7][C:6](=[O:11])[C:5]2=[N:14][NH:13][C:15]([C:17]1[CH:18]=[CH:19][C:20]([NH:23][C:24](=[O:33])[CH2:25][CH2:26][C:27]2[CH:28]=[CH:29][CH:30]=[CH:31][CH:32]=2)=[CH:21][CH:22]=1)=[O:16]. The catalyst class is: 15.